From a dataset of Forward reaction prediction with 1.9M reactions from USPTO patents (1976-2016). Predict the product of the given reaction. (1) Given the reactants [N+:1]([C:4]1[CH:9]=[CH:8][C:7]([N:10]2[CH2:14][CH2:13][O:12][C:11]2=[O:15])=[CH:6][CH:5]=1)([O-])=O, predict the reaction product. The product is: [NH2:1][C:4]1[CH:5]=[CH:6][C:7]([N:10]2[CH2:14][CH2:13][O:12][C:11]2=[O:15])=[CH:8][CH:9]=1. (2) Given the reactants [NH2:1][C:2]1[C:7](=[O:8])[NH:6][C:5](=[S:9])[N:4]([CH2:10][CH2:11][CH2:12][CH2:13][CH3:14])[C:3]=1[NH:15][C:16]([CH:18]1[CH2:21][CH2:20][CH2:19]1)=O.[OH-].[Na+], predict the reaction product. The product is: [CH:18]1([C:16]2[NH:1][C:2]3[C:7](=[O:8])[NH:6][C:5](=[S:9])[N:4]([CH2:10][CH2:11][CH2:12][CH2:13][CH3:14])[C:3]=3[N:15]=2)[CH2:21][CH2:20][CH2:19]1. (3) Given the reactants CC([O-])(C)C.[K+].[CH2:7]1[CH2:11][O:10][CH2:9][CH2:8]1.[NH:12]1[C:20]2C(=CC=CC=2)[C:14]([CH2:21]C(N)=O)=[CH:13]1.C(O[C:28](=O)[C:29]([C:31]1[CH:32]=[CH:33][CH:34]=[C:35]2[C:39]=1[N:38](C)[CH:37]=[CH:36]2)=O)C.Cl.[CH3:43][N:44]([CH:46]=[O:47])[CH3:45], predict the reaction product. The product is: [CH3:43][N:44]1[C:46](=[O:47])[C:28]2[C:29]([C:31]3[C:32](=[CH:33][CH2:34][C:35]4[C:39]=3[N:38]=[CH:37][CH:36]=4)[C:20]3[C:11]=2[C:7]2[CH2:8][C:9](=[O:10])[CH:21]=[CH:14][C:13]=2[N:12]=3)=[CH:45]1. (4) Given the reactants [NH2:1][C:2]1[CH:11]=[CH:10][C:9](Br)=[CH:8][C:3]=1[C:4]([O:6][CH3:7])=[O:5].[C:13]1(B(O)O)[CH:18]=[CH:17][CH:16]=[CH:15][CH:14]=1.P([O-])([O-])([O-])=O.[K+].[K+].[K+].[Cl-].[NH4+], predict the reaction product. The product is: [NH2:1][C:2]1[CH:11]=[CH:10][C:9]([C:13]2[CH:18]=[CH:17][CH:16]=[CH:15][CH:14]=2)=[CH:8][C:3]=1[C:4]([O:6][CH3:7])=[O:5]. (5) Given the reactants [F:1][C:2]1[CH:7]=[C:6]([F:8])[CH:5]=[CH:4][C:3]=1[C:9]1[C:17]2[C:12](=[CH:13][C:14]([O:18][CH2:19][CH2:20][N:21]3[CH2:26][CH2:25][N:24]([S:27]([CH3:30])(=[O:29])=[O:28])[CH2:23][CH2:22]3)=[CH:15][CH:16]=2)[C:11](=[O:31])[C:10]=1C1C=CC(C)=CC=1.O1CCN(CCOC2C=C3C(C(C4C=CC=CC=4)=C(Br)C3=O)=CC=2)CC1.[CH3:65][O:66][C:67]1[N:72]=[CH:71][C:70](B(O)O)=[CH:69][CH:68]=1, predict the reaction product. The product is: [F:1][C:2]1[CH:7]=[C:6]([F:8])[CH:5]=[CH:4][C:3]=1[C:9]1[C:17]2[C:12](=[CH:13][C:14]([O:18][CH2:19][CH2:20][N:21]3[CH2:26][CH2:25][N:24]([S:27]([CH3:30])(=[O:28])=[O:29])[CH2:23][CH2:22]3)=[CH:15][CH:16]=2)[C:11](=[O:31])[C:10]=1[C:70]1[CH:71]=[N:72][C:67]([O:66][CH3:65])=[CH:68][CH:69]=1. (6) Given the reactants [N:1]1([CH2:7][CH2:8][N:9]2[CH2:14][CH2:13][O:12][CH2:11][CH2:10]2)[CH2:6][CH2:5][NH:4][CH2:3][CH2:2]1.Cl[CH2:16][C:17]1[O:21][C:20]([C:22]2[CH:30]=[C:29]([C:31]3[CH:39]=[CH:38][CH:37]=[C:36]4[C:32]=3[CH:33]=[CH:34][NH:35]4)[CH:28]=[C:27]3[C:23]=2[CH:24]=[N:25][N:26]3S(C2C=CC=CC=2)(=O)=O)=[N:19][N:18]=1.C(N(CC)C(C)C)(C)C.[I-].[Na+].[OH-].[Na+], predict the reaction product. The product is: [NH:35]1[C:36]2[C:32](=[C:31]([C:29]3[CH:28]=[C:27]4[C:23]([CH:24]=[N:25][NH:26]4)=[C:22]([C:20]4[O:21][C:17]([CH2:16][N:4]5[CH2:3][CH2:2][N:1]([CH2:7][CH2:8][N:9]6[CH2:10][CH2:11][O:12][CH2:13][CH2:14]6)[CH2:6][CH2:5]5)=[N:18][N:19]=4)[CH:30]=3)[CH:39]=[CH:38][CH:37]=2)[CH:33]=[CH:34]1.